Dataset: Choline transporter screen with 302,306 compounds. Task: Binary Classification. Given a drug SMILES string, predict its activity (active/inactive) in a high-throughput screening assay against a specified biological target. (1) The molecule is O=c1n(nc(c2c1cccc2)c1ccc(cc1)C)CC(OC)=O. The result is 0 (inactive). (2) The drug is O=C(N1CCC(N2CCCCC2)CC1)c1ccc(cc1)Cn1c(=O)c2c([nH]c1=O)cc(OC)c(OC)c2. The result is 0 (inactive). (3) The compound is O=C(Nc1ccc(CC)cc1)C(=O)NCc1ncccc1. The result is 0 (inactive). (4) The compound is Clc1c(nsc1Cl)C(O)=O. The result is 0 (inactive). (5) The molecule is Brc1c(OCCCn2ccnc2)ccc(c1)C. The result is 0 (inactive). (6) The compound is o1c(C(=O)NCC(=O)NN\C=C2/C=C([N+]([O-])=O)C(=O)C=C2)ccc1. The result is 0 (inactive).